From a dataset of Reaction yield outcomes from USPTO patents with 853,638 reactions. Predict the reaction yield, written as a fraction of the theoretical maximum amount of product (1.0 means a 100% yield; for example, 0.34 means a 34% yield). (1) The reactants are C(N(CC)CC)C.[Si:8](Cl)([C:11]([CH3:14])([CH3:13])[CH3:12])([CH3:10])[CH3:9].[OH:16][CH2:17][C:18]1[NH:19][C:20]2[CH:26]=[CH:25][CH:24]=[CH:23][C:21]=2[N:22]=1. The catalyst is CN(C=O)C. The product is [Si:8]([O:16][CH2:17][C:18]1[NH:22][C:21]2[CH:23]=[CH:24][CH:25]=[CH:26][C:20]=2[N:19]=1)([C:11]([CH3:14])([CH3:13])[CH3:12])([CH3:10])[CH3:9]. The yield is 0.970. (2) The reactants are [O:1]1[CH:5]=[CH:4][C:3]([C:6]2[S:7][C:8]3[CH2:9][C:10]4[C:16]([C:17]5[CH:22]=[CH:21][C:20]([O:23][CH3:24])=[CH:19][CH:18]=5)=[N:15][N:14](COCC[Si](C)(C)C)[C:11]=4[C:12]=3[CH:13]=2)=[CH:2]1.Cl. The catalyst is CO. The product is [O:1]1[CH:5]=[CH:4][C:3]([C:6]2[S:7][C:8]3[CH2:9][C:10]4[C:16]([C:17]5[CH:22]=[CH:21][C:20]([O:23][CH3:24])=[CH:19][CH:18]=5)=[N:15][NH:14][C:11]=4[C:12]=3[CH:13]=2)=[CH:2]1. The yield is 0.780. (3) The reactants are [C:1]([C:3]1([C:7]2[CH:8]=[C:9]([CH:13]=[CH:14][CH:15]=2)[C:10]([OH:12])=O)[CH2:6][CH2:5][CH2:4]1)#[N:2].C(Cl)(=O)C(Cl)=O.O1CCCC1.[NH2:27][C:28]1[C:29]([F:51])=[CH:30][C:31]([Cl:50])=[C:32]([CH:49]=1)[O:33][C:34]1[CH:35]=[CH:36][C:37]2[N:38]([CH:40]=[C:41]([NH:43][C:44]([CH:46]3[CH2:48][CH2:47]3)=[O:45])[N:42]=2)[N:39]=1. The catalyst is CN(C)C=O.CN1CCCC1=O. The product is [Cl:50][C:31]1[C:32]([O:33][C:34]2[CH:35]=[CH:36][C:37]3[N:38]([CH:40]=[C:41]([NH:43][C:44]([CH:46]4[CH2:47][CH2:48]4)=[O:45])[N:42]=3)[N:39]=2)=[CH:49][C:28]([NH:27][C:10](=[O:12])[C:9]2[CH:13]=[CH:14][CH:15]=[C:7]([C:3]3([C:1]#[N:2])[CH2:4][CH2:5][CH2:6]3)[CH:8]=2)=[C:29]([F:51])[CH:30]=1. The yield is 0.680. (4) The reactants are [Br:1][C:2]1[CH:14]=[CH:13][C:12]2[C:11]3[C:6](=[CH:7][C:8]([Br:15])=[CH:9][CH:10]=3)C[C:4]=2[CH:3]=1.[OH-].[K+].[CH3:18]I.C(O[CH2:24][CH3:25])(=O)C. The catalyst is CS(C)=O. The product is [Br:1][C:2]1[CH:3]=[CH:4][C:12]2[C:11]3[C:6](=[CH:7][C:8]([Br:15])=[CH:9][CH:10]=3)[C:24]([CH3:25])([CH3:18])[C:13]=2[CH:14]=1. The yield is 1.00. (5) The reactants are [C:1]([O:5][C:6]([N:8]1[C:12](=[O:13])[CH2:11][CH2:10][C@H:9]1[C:14]([O:16][CH:17]([CH3:19])[CH3:18])=[O:15])=[O:7])([CH3:4])([CH3:3])[CH3:2].[BH4-].[Na+].C(OCC)(=O)C.CCCCCC. The catalyst is CO.O. The product is [C:1]([O:5][C:6]([NH:8][C@@H:9]([CH2:10][CH2:11][CH2:12][OH:13])[C:14]([O:16][CH:17]([CH3:19])[CH3:18])=[O:15])=[O:7])([CH3:2])([CH3:3])[CH3:4]. The yield is 0.640. (6) The reactants are [OH:1][C@@H:2]([C:23]1[CH:28]=[CH:27][CH:26]=[CH:25][CH:24]=1)[CH2:3][CH2:4][N:5]1[CH2:10][CH2:9][CH:8]([C:11]2[CH:12]=[C:13]([NH:17][C:18](=[O:22])[CH:19]([CH3:21])[CH3:20])[CH:14]=[CH:15][CH:16]=2)[CH2:7][CH2:6]1.[F:29][C:30]1[CH:35]=[CH:34][CH:33]=[CH:32][C:31]=1O.C1(P(C2C=CC=CC=2)C2C=CC=CC=2)C=CC=CC=1.N(C(OCC)=O)=NC(OCC)=O.N. The catalyst is C1COCC1.C(Cl)(Cl)Cl. The product is [F:29][C:30]1[CH:35]=[CH:34][CH:33]=[CH:32][C:31]=1[O:1][C@H:2]([C:23]1[CH:24]=[CH:25][CH:26]=[CH:27][CH:28]=1)[CH2:3][CH2:4][N:5]1[CH2:10][CH2:9][CH:8]([C:11]2[CH:12]=[C:13]([NH:17][C:18](=[O:22])[CH:19]([CH3:21])[CH3:20])[CH:14]=[CH:15][CH:16]=2)[CH2:7][CH2:6]1. The yield is 0.539. (7) The reactants are [CH3:1][C:2]1([CH3:19])[N:11]2[CH:12]3[CH2:17][CH2:16][NH:15][CH2:14][CH:13]3[C:9]3[C:10]2=[C:5]([CH:6]=[CH:7][CH:8]=3)[N:4]([CH3:18])[CH2:3]1.Cl[CH2:21][CH2:22][CH2:23][C:24]([C:26]1[CH:31]=[CH:30][C:29]([F:32])=[CH:28][CH:27]=1)=[O:25].C([O-])([O-])=O.[K+].[K+]. The catalyst is O1CCOCC1.O. The product is [F:32][C:29]1[CH:28]=[CH:27][C:26]([C:24](=[O:25])[CH2:23][CH2:22][CH2:21][N:15]2[CH2:16][CH2:17][CH:12]3[N:11]4[C:10]5[C:9]([CH:13]3[CH2:14]2)=[CH:8][CH:7]=[CH:6][C:5]=5[N:4]([CH3:18])[CH2:3][C:2]4([CH3:19])[CH3:1])=[CH:31][CH:30]=1. The yield is 0.430.